Dataset: Catalyst prediction with 721,799 reactions and 888 catalyst types from USPTO. Task: Predict which catalyst facilitates the given reaction. (1) Reactant: [F:1][C:2]1[C:7]([F:8])=[C:6]([F:9])[C:5]([F:10])=[C:4]([F:11])[C:3]=1[OH:12].[Cl:13][C:14]1[C:23]2[C:18](=[CH:19][C:20]([S:24](Cl)(=[O:26])=[O:25])=[CH:21][CH:22]=2)[CH:17]=[CH:16][N:15]=1.C(N(CC)CC)C. Product: [Cl:13][C:14]1[C:23]2[C:18](=[CH:19][C:20]([S:24]([O:12][C:3]3[C:2]([F:1])=[C:7]([F:8])[C:6]([F:9])=[C:5]([F:10])[C:4]=3[F:11])(=[O:26])=[O:25])=[CH:21][CH:22]=2)[CH:17]=[CH:16][N:15]=1. The catalyst class is: 2. (2) Reactant: C1(C)C=CC(S([CH2:10][N+:11]#[C-])(=O)=O)=CC=1.CC(C)([O-])C.[K+].[CH2:20]([O:24][C:25]1[C:34]2[C:29](=[CH:30][CH:31]=[C:32]([CH:35]=O)[CH:33]=2)[C:28](=[O:37])[N:27]([CH2:38][C:39]([CH3:42])([CH3:41])[CH3:40])[C:26]=1[CH2:43][NH:44][C:45](=[O:51])[O:46][C:47]([CH3:50])([CH3:49])[CH3:48])[CH2:21][CH2:22][CH3:23].CO. Product: [CH2:20]([O:24][C:25]1[C:34]2[C:29](=[CH:30][CH:31]=[C:32]([CH2:35][C:10]#[N:11])[CH:33]=2)[C:28](=[O:37])[N:27]([CH2:38][C:39]([CH3:42])([CH3:41])[CH3:40])[C:26]=1[CH2:43][NH:44][C:45](=[O:51])[O:46][C:47]([CH3:50])([CH3:48])[CH3:49])[CH2:21][CH2:22][CH3:23]. The catalyst class is: 149.